Dataset: Full USPTO retrosynthesis dataset with 1.9M reactions from patents (1976-2016). Task: Predict the reactants needed to synthesize the given product. (1) Given the product [Cl:32][C:28]1[CH:27]=[C:26]([NH:25][C:24]([N:19]2[CH2:20][CH2:21][C:22](=[O:23])[N:16]([C@H:4]([CH2:3][OH:2])[CH2:5][CH2:6][N:7]3[CH2:14][CH2:13][C:10]4([CH2:12][CH2:11]4)[C@H:9]([OH:15])[CH2:8]3)[CH2:17][CH2:18]2)=[O:33])[CH:31]=[CH:30][CH:29]=1, predict the reactants needed to synthesize it. The reactants are: C[O:2][C:3](=O)[C@@H:4]([N:16]1[C:22](=[O:23])[CH2:21][CH2:20][N:19]([C:24](=[O:33])[NH:25][C:26]2[CH:31]=[CH:30][CH:29]=[C:28]([Cl:32])[CH:27]=2)[CH2:18][CH2:17]1)[CH2:5][CH2:6][N:7]1[CH2:14][CH2:13][C:10]2([CH2:12][CH2:11]2)[C@H:9]([OH:15])[CH2:8]1.[BH4-].[Li+]. (2) Given the product [CH2:1]([O:3][C:4](=[O:23])[C:5]([O:8][C:9]1[CH:14]=[CH:13][C:12]([O:15][CH:16]([C:18]([OH:20])=[O:19])[CH3:17])=[CH:11][C:10]=1[CH3:22])([CH3:7])[CH3:6])[CH3:2], predict the reactants needed to synthesize it. The reactants are: [CH2:1]([O:3][C:4](=[O:23])[C:5]([O:8][C:9]1[CH:14]=[CH:13][C:12]([O:15][CH:16]([C:18]([O:20]C)=[O:19])[CH3:17])=[CH:11][C:10]=1[CH3:22])([CH3:7])[CH3:6])[CH3:2].[Li+].[OH-]. (3) Given the product [CH3:29][S:28][C:25]1[N:26]=[CH:27][C:16]2[C:15](=[O:30])[N:14]([C:10]3[CH:9]=[C:8]([C:6]4[O:7][C:3]([C:1]([NH2:2])=[O:31])=[CH:4][N:5]=4)[CH:13]=[CH:12][CH:11]=3)[CH2:23][C@H:22]3[N:18]([CH2:19][CH2:20][CH2:21]3)[C:17]=2[N:24]=1, predict the reactants needed to synthesize it. The reactants are: [C:1]([C:3]1[O:7][C:6]([C:8]2[CH:9]=[C:10]([N:14]3[CH2:23][C@H:22]4[N:18]([CH2:19][CH2:20][CH2:21]4)[C:17]4[N:24]=[C:25]([S:28][CH3:29])[N:26]=[CH:27][C:16]=4[C:15]3=[O:30])[CH:11]=[CH:12][CH:13]=2)=[N:5][CH:4]=1)#[N:2].[OH-:31].[Na+]. (4) Given the product [P:37]([O:49][CH2:50][O:31][C:28]1[CH:27]=[CH:26][C:25]([C:20]2[C:19](=[O:32])[C:18]3[C:23](=[CH:24][C:15]([O:14][CH2:13][C:11]4[N:12]=[C:8]([C:6]5[CH:7]=[C:2]([F:1])[CH:3]=[C:4]([C:33]([F:34])([F:36])[F:35])[CH:5]=5)[O:9][CH:10]=4)=[CH:16][CH:17]=3)[O:22][CH:21]=2)=[CH:30][CH:29]=1)([O:39][C:40]([CH3:43])([CH3:42])[CH3:41])([O:44][C:45]([CH3:46])([CH3:47])[CH3:48])=[O:38], predict the reactants needed to synthesize it. The reactants are: [F:1][C:2]1[CH:3]=[C:4]([C:33]([F:36])([F:35])[F:34])[CH:5]=[C:6]([C:8]2[O:9][CH:10]=[C:11]([CH2:13][O:14][C:15]3[CH:24]=[C:23]4[C:18]([C:19](=[O:32])[C:20]([C:25]5[CH:30]=[CH:29][C:28]([OH:31])=[CH:27][CH:26]=5)=[CH:21][O:22]4)=[CH:17][CH:16]=3)[N:12]=2)[CH:7]=1.[P:37]([O:49][CH2:50]Cl)([O:44][C:45]([CH3:48])([CH3:47])[CH3:46])([O:39][C:40]([CH3:43])([CH3:42])[CH3:41])=[O:38].CC(C)([O-])C.[K+].[I-].[Na+]. (5) The reactants are: [Cl:1][C:2]1[CH:7]=[CH:6][C:5]([S:8]([CH2:11][C:12]2[CH:17]=[C:16]([F:18])[CH:15]=[CH:14][C:13]=2[F:19])(=[O:10])=[O:9])=[CH:4][CH:3]=1.[CH3:20]N(CN(C)C)C.C(OC(=O)C)(=O)C.O. Given the product [Cl:1][C:2]1[CH:7]=[CH:6][C:5]([S:8]([C:11]([C:12]2[CH:17]=[C:16]([F:18])[CH:15]=[CH:14][C:13]=2[F:19])=[CH2:20])(=[O:10])=[O:9])=[CH:4][CH:3]=1, predict the reactants needed to synthesize it. (6) Given the product [OH:14][CH2:13][CH2:12][CH2:11][NH:10][C:8]([NH:7][C:1]1[CH:6]=[CH:5][CH:4]=[CH:3][CH:2]=1)=[S:9], predict the reactants needed to synthesize it. The reactants are: [C:1]1([N:7]=[C:8]=[S:9])[CH:6]=[CH:5][CH:4]=[CH:3][CH:2]=1.[NH2:10][CH2:11][CH2:12][CH2:13][OH:14].